This data is from Full USPTO retrosynthesis dataset with 1.9M reactions from patents (1976-2016). The task is: Predict the reactants needed to synthesize the given product. (1) Given the product [F:13][C:14]1[CH:19]=[CH:18][C:17]([O:20][C:7]2[C:6]([F:9])=[CH:5][C:4]([N+:10]([O-:12])=[O:11])=[CH:3][C:2]=2[F:1])=[CH:16][CH:15]=1, predict the reactants needed to synthesize it. The reactants are: [F:1][C:2]1[CH:3]=[C:4]([N+:10]([O-:12])=[O:11])[CH:5]=[C:6]([F:9])[C:7]=1F.[F:13][C:14]1[CH:19]=[CH:18][C:17]([OH:20])=[CH:16][CH:15]=1. (2) Given the product [ClH:29].[NH2:1][C:2]1[N:3]=[CH:4][C:5]([C:8]2[CH:13]=[CH:12][C:11]([C:14]3[CH:19]=[CH:18][CH:17]=[CH:16][C:15]=3[S:20][C:27]3[N:26]=[CH:25][N:24]=[C:23]([NH2:22])[CH:28]=3)=[CH:10][C:9]=2[F:21])=[N:6][CH:7]=1, predict the reactants needed to synthesize it. The reactants are: [NH2:1][C:2]1[N:3]=[CH:4][C:5]([C:8]2[CH:13]=[CH:12][C:11]([C:14]3[C:15]([SH:20])=[CH:16][CH:17]=[CH:18][CH:19]=3)=[CH:10][C:9]=2[F:21])=[N:6][CH:7]=1.[NH2:22][C:23]1[CH:28]=[C:27]([Cl:29])[N:26]=[CH:25][N:24]=1.